Dataset: Reaction yield outcomes from USPTO patents with 853,638 reactions. Task: Predict the reaction yield, written as a fraction of the theoretical maximum amount of product (1.0 means a 100% yield; for example, 0.34 means a 34% yield). (1) The yield is 0.750. The product is [N:1]1[CH:6]=[CH:5][CH:4]=[CH:3][C:2]=1[C:7]1[C:11]([C:12]([F:13])([F:14])[F:15])=[C:10]([C:16]2[O:20][N:19]=[C:18]([C:21]3[CH:22]=[CH:23][C:24]([CH2:25][N:26]4[CH2:27][CH:28]([C:30]([OH:32])=[O:31])[CH2:29]4)=[CH:37][CH:38]=3)[N:17]=2)[O:9][N:8]=1. No catalyst specified. The reactants are [N:1]1[CH:6]=[CH:5][CH:4]=[CH:3][C:2]=1[C:7]1[C:11]([C:12]([F:15])([F:14])[F:13])=[C:10]([C:16]2[O:20][N:19]=[C:18]([C:21]3[CH:38]=[CH:37][C:24]([CH2:25][N:26]4[CH2:29][CH:28]([C:30]([O:32]C(C)(C)C)=[O:31])[CH2:27]4)=[CH:23][CH:22]=3)[N:17]=2)[O:9][N:8]=1.FC(F)(F)C(O)=O. (2) The reactants are [Br:1][C:2]1[CH:3]=[C:4]([C:8]#[C:9][C:10]2[CH:15]=[CH:14][C:13]([OH:16])=[CH:12][CH:11]=2)[CH:5]=[CH:6][CH:7]=1.[OH2:17].C([O:20]CC)C. The catalyst is CS(C)=O.[Pd](Cl)Cl. The product is [Br:1][C:2]1[CH:3]=[C:4]([C:8](=[O:20])[C:9]([C:10]2[CH:11]=[CH:12][C:13]([OH:16])=[CH:14][CH:15]=2)=[O:17])[CH:5]=[CH:6][CH:7]=1. The yield is 0.430. (3) The reactants are [NH2:1][C:2]1[O:6][N:5]=[C:4]([CH3:7])[C:3]=1[Br:8].[CH3:9][O:10][C:11]1[CH:12]=[C:13]([S:19](Cl)(=[O:21])=[O:20])[CH:14]=[CH:15][C:16]=1[O:17][CH3:18]. No catalyst specified. The product is [CH3:9][O:10][C:11]1[CH:12]=[C:13]([S:19]([NH:1][C:2]2[O:6][N:5]=[C:4]([CH3:7])[C:3]=2[Br:8])(=[O:20])=[O:21])[CH:14]=[CH:15][C:16]=1[O:17][CH3:18]. The yield is 0.640. (4) The reactants are BrCCBr.[CH2:5](I)[C:6]([CH3:9])([CH3:8])[CH3:7].[F:11][C:12]1[CH:17]=[CH:16][CH:15]=[CH:14][C:13]=1[N:18]1[C:22]2=[N:23][C:24]([O:28][CH2:29][C:30]3[N:31]([CH3:35])[N:32]=[CH:33][N:34]=3)=[C:25](Br)[CH:26]=[C:21]2[N:20]=[N:19]1.O1C=CC=C1P(C1OC=CC=1)C1OC=CC=1.C(O)(=O)CC(CC(O)=O)(C(O)=O)O. The yield is 0.410. The product is [F:11][C:12]1[CH:17]=[CH:16][CH:15]=[CH:14][C:13]=1[N:18]1[C:22]2=[N:23][C:24]([O:28][CH2:29][C:30]3[N:31]([CH3:35])[N:32]=[CH:33][N:34]=3)=[C:25]([CH2:5][C:6]([CH3:9])([CH3:8])[CH3:7])[CH:26]=[C:21]2[N:20]=[N:19]1. The catalyst is CN(C=O)C.O.[Zn].C1C=CC(/C=C/C(/C=C/C2C=CC=CC=2)=O)=CC=1.C1C=CC(/C=C/C(/C=C/C2C=CC=CC=2)=O)=CC=1.C1C=CC(/C=C/C(/C=C/C2C=CC=CC=2)=O)=CC=1.[Pd].[Pd].